This data is from Forward reaction prediction with 1.9M reactions from USPTO patents (1976-2016). The task is: Predict the product of the given reaction. Given the reactants [CH2:1]([O:8][C:9]1[CH:14]=[CH:13][C:12]([C:15]2([C:19]#[N:20])[CH2:18][CH2:17][CH2:16]2)=[CH:11][C:10]=1[O:21][CH3:22])[C:2]1[CH:7]=[CH:6][CH:5]=[CH:4][CH:3]=1.C(OC(=O)C)(=O)C.[N+:30]([O-])([OH:32])=[O:31], predict the reaction product. The product is: [CH2:1]([O:8][C:9]1[C:10]([O:21][CH3:22])=[CH:11][C:12]([C:15]2([C:19]#[N:20])[CH2:18][CH2:17][CH2:16]2)=[C:13]([N+:30]([O-:32])=[O:31])[CH:14]=1)[C:2]1[CH:3]=[CH:4][CH:5]=[CH:6][CH:7]=1.